Dataset: Full USPTO retrosynthesis dataset with 1.9M reactions from patents (1976-2016). Task: Predict the reactants needed to synthesize the given product. (1) Given the product [CH3:7][C:8]1[N:9]=[CH:10][C:11]([CH2:12][OH:13])=[CH:16][CH:17]=1, predict the reactants needed to synthesize it. The reactants are: [H-].[Al+3].[Li+].[H-].[H-].[H-].[CH3:7][C:8]1[CH:17]=[CH:16][C:11]([C:12](OC)=[O:13])=[CH:10][N:9]=1. (2) Given the product [CH3:13][C:12]([CH3:15])([CH3:14])[C:11]([NH:10][C:3]1[CH:4]=[C:5]([O:8][CH3:9])[CH:6]=[CH:7][C:2]=1[B:22]([OH:27])[OH:23])=[O:16], predict the reactants needed to synthesize it. The reactants are: Br[C:2]1[CH:7]=[CH:6][C:5]([O:8][CH3:9])=[CH:4][C:3]=1[NH:10][C:11](=[O:16])[C:12]([CH3:15])([CH3:14])[CH3:13].C([Li])CCC.[B:22](OC(C)C)([O:27]C(C)C)[O:23]C(C)C.[Cl-].[NH4+]. (3) Given the product [C:10]([C:12]1[CH:17]=[CH:16][C:15]([NH:18][C:19]([C:7]2([CH3:8])[CH2:3][O:6]2)=[O:23])=[CH:14][C:13]=1[C:24]([F:25])([F:26])[F:27])#[N:11], predict the reactants needed to synthesize it. The reactants are: OO.[C:3]([O:6][C:7](=O)[CH3:8])(=O)C.[C:10]([C:12]1[CH:17]=[CH:16][C:15]([NH:18][C:19](=[O:23])C(C)=C)=[CH:14][C:13]=1[C:24]([F:27])([F:26])[F:25])#[N:11]. (4) Given the product [CH2:1]1[C:10]2[C:5](=[CH:6][CH:7]=[CH:8][CH:9]=2)[CH2:4][CH2:3][N:2]1[CH2:11][CH:12]([OH:35])[CH2:13][NH:14][C:15](=[O:16])[C:17]1[CH:22]=[CH:21][CH:20]=[C:19]([CH:23]2[CH2:27][CH2:26][NH:25][CH2:24]2)[CH:18]=1, predict the reactants needed to synthesize it. The reactants are: [CH2:1]1[C:10]2[C:5](=[CH:6][CH:7]=[CH:8][CH:9]=2)[CH2:4][CH2:3][N:2]1[CH2:11][CH:12]([OH:35])[CH2:13][NH:14][C:15]([C:17]1[CH:18]=[C:19]([CH:23]2[CH2:27][CH2:26][N:25](C(OC(C)(C)C)=O)[CH2:24]2)[CH:20]=[CH:21][CH:22]=1)=[O:16].C(O)(C(F)(F)F)=O. (5) Given the product [C:1]([O:5][C:6]([NH:8][CH2:9][C:10]1[C:11]([CH2:33][CH:34]([CH3:36])[CH3:35])=[N:12][C:13]2[C:18]([C:19]=1[C:20]1[CH:21]=[CH:22][C:23]([CH3:26])=[CH:24][CH:25]=1)=[CH:17][C:16]([O:27][CH2:28][C:29]([OH:31])=[O:30])=[CH:15][CH:14]=2)=[O:7])([CH3:2])([CH3:4])[CH3:3], predict the reactants needed to synthesize it. The reactants are: [C:1]([O:5][C:6]([NH:8][CH2:9][C:10]1[C:11]([CH2:33][CH:34]([CH3:36])[CH3:35])=[N:12][C:13]2[C:18]([C:19]=1[C:20]1[CH:25]=[CH:24][C:23]([CH3:26])=[CH:22][CH:21]=1)=[CH:17][C:16]([O:27][CH2:28][C:29]([O:31]C)=[O:30])=[CH:15][CH:14]=2)=[O:7])([CH3:4])([CH3:3])[CH3:2].CO.[OH-].[Na+].Cl.